From a dataset of Forward reaction prediction with 1.9M reactions from USPTO patents (1976-2016). Predict the product of the given reaction. (1) The product is: [O:1]1[CH:5]=[CH:4][CH:3]=[C:2]1[C:11]1[C:10]([C:2]2[O:1][CH:5]=[CH:4][CH:3]=2)=[CH:15][C:14]([CH2:16][N:17]2[CH:21]=[CH:20][N:19]=[CH:18]2)=[CH:13][N:12]=1. Given the reactants [O:1]1[CH:5]=[CH:4][CH:3]=[C:2]1B(O)O.Br[C:10]1[C:11](Cl)=[N:12][CH:13]=[C:14]([CH2:16][N:17]2[CH:21]=[CH:20][N:19]=[CH:18]2)[CH:15]=1, predict the reaction product. (2) Given the reactants CN(C)/[CH:3]=[CH:4]/[C:5]([C:7]1[N:11]([CH:12]2[CH2:17][CH2:16][O:15][CH2:14][CH2:13]2)[C:10]([CH3:18])=[N:9][CH:8]=1)=O.C(=O)(O)O.[NH2:24][C:25]([NH2:27])=[NH:26].CO[Na].[NH4+].[Cl-], predict the reaction product. The product is: [CH3:18][C:10]1[N:11]([CH:12]2[CH2:13][CH2:14][O:15][CH2:16][CH2:17]2)[C:7]([C:5]2[CH:4]=[CH:3][N:24]=[C:25]([NH2:27])[N:26]=2)=[CH:8][N:9]=1. (3) Given the reactants [Br:1][C:2]1[N:3]=[C:4]([CH:12]2[CH2:20][CH2:19][CH:18]3[N:14]([C:15](=[O:23])[CH2:16][C:17]3([CH3:22])[CH3:21])[CH2:13]2)[N:5]2[CH:10]=[CH:9][N:8]=[C:7](Cl)[C:6]=12.[NH3:24].O, predict the reaction product. The product is: [NH2:24][C:7]1[C:6]2[N:5]([C:4]([CH:12]3[CH2:20][CH2:19][CH:18]4[N:14]([C:15](=[O:23])[CH2:16][C:17]4([CH3:22])[CH3:21])[CH2:13]3)=[N:3][C:2]=2[Br:1])[CH:10]=[CH:9][N:8]=1. (4) Given the reactants [C:1]([O:5][C:6](=[O:22])[NH:7][CH2:8][C:9]([C:12]1[CH:17]=[CH:16][C:15]([Br:18])=[CH:14][C:13]=1[N+:19]([O-])=O)([CH3:11])[CH3:10])([CH3:4])([CH3:3])[CH3:2].C(O)(=O)C.C(OCC)(=O)C.C(=O)([O-])[O-].[Na+].[Na+], predict the reaction product. The product is: [C:1]([O:5][C:6](=[O:22])[NH:7][CH2:8][C:9]([C:12]1[CH:17]=[CH:16][C:15]([Br:18])=[CH:14][C:13]=1[NH2:19])([CH3:11])[CH3:10])([CH3:2])([CH3:3])[CH3:4]. (5) Given the reactants [C:1]([O:5][C:6]([NH:8][C@H:9]1[CH2:14][CH2:13][C@H:12]([NH2:15])[CH2:11][CH2:10]1)=[O:7])([CH3:4])([CH3:3])[CH3:2].C(=O)([O-])[O-].[K+].[K+].Br[CH2:23][CH2:24][CH2:25][CH2:26][CH2:27]Br, predict the reaction product. The product is: [N:15]1([C@H:12]2[CH2:11][CH2:10][C@H:9]([NH:8][C:6](=[O:7])[O:5][C:1]([CH3:4])([CH3:2])[CH3:3])[CH2:14][CH2:13]2)[CH2:27][CH2:26][CH2:25][CH2:24][CH2:23]1. (6) Given the reactants [NH:1]1[C:9]2[C:4](=[CH:5][CH:6]=[CH:7][CH:8]=2)[CH:3]=[C:2]1[C:10](O)=[O:11], predict the reaction product. The product is: [OH:11][CH2:10][C:2]1[NH:1][C:9]2[C:4]([CH:3]=1)=[CH:5][CH:6]=[CH:7][CH:8]=2.